Dataset: Catalyst prediction with 721,799 reactions and 888 catalyst types from USPTO. Task: Predict which catalyst facilitates the given reaction. (1) Reactant: Br[CH2:2][C:3]1[N:8]=[C:7]([N:9]2[CH2:14][CH2:13][O:12][CH2:11][CH2:10]2)[CH:6]=[C:5]([Cl:15])[N:4]=1.C(=O)([O-])[O-].[K+].[K+].[C:22]([O:26][C:27]([N:29]1[CH2:36][CH:35]2[CH:31]([CH2:32][NH:33][CH2:34]2)[CH2:30]1)=[O:28])([CH3:25])([CH3:24])[CH3:23]. Product: [C:22]([O:26][C:27]([N:29]1[CH2:30][CH:31]2[CH:35]([CH2:34][N:33]([CH2:2][C:3]3[N:4]=[C:5]([Cl:15])[CH:6]=[C:7]([N:9]4[CH2:14][CH2:13][O:12][CH2:11][CH2:10]4)[N:8]=3)[CH2:32]2)[CH2:36]1)=[O:28])([CH3:25])([CH3:23])[CH3:24]. The catalyst class is: 18. (2) The catalyst class is: 6. Product: [C:15]([O:14][C:13](=[O:19])[N:12]([CH2:20][CH2:21][CH:22]([O:27][C:2]1[C:3]([C:4]#[N:5])=[CH:6][CH:7]=[C:8]([CH3:10])[N:9]=1)[C:23]([F:26])([F:25])[F:24])[CH3:11])([CH3:18])([CH3:16])[CH3:17]. Reactant: Cl[C:2]1[N:9]=[C:8]([CH3:10])[CH:7]=[CH:6][C:3]=1[C:4]#[N:5].[CH3:11][N:12]([CH2:20][CH2:21][CH:22]([OH:27])[C:23]([F:26])([F:25])[F:24])[C:13](=[O:19])[O:14][C:15]([CH3:18])([CH3:17])[CH3:16].C(=O)([O-])[O-].[Cs+].[Cs+].